Dataset: Reaction yield outcomes from USPTO patents with 853,638 reactions. Task: Predict the reaction yield, written as a fraction of the theoretical maximum amount of product (1.0 means a 100% yield; for example, 0.34 means a 34% yield). (1) The reactants are C(S[C:9]1[CH:10]=[C:11]2[C:16](=[CH:17][CH:18]=1)[N:15]([C:19]1[C:24]([O:25][CH3:26])=[CH:23][C:22]([C:27]3[CH:32]=[CH:31][CH:30]=[C:29]([F:33])[CH:28]=3)=[C:21]([F:34])[CH:20]=1)[C:14](=[O:35])[CH:13]=[CH:12]2)C1C=CC=CC=1.C(Cl)Cl.C(O)(=O)C.[S:43]([Cl:47])(Cl)(=[O:45])=[O:44]. The catalyst is O. The product is [F:34][C:21]1[CH:20]=[C:19]([N:15]2[C:16]3[C:11](=[CH:10][C:9]([S:43]([Cl:47])(=[O:45])=[O:44])=[CH:18][CH:17]=3)[CH:12]=[CH:13][C:14]2=[O:35])[C:24]([O:25][CH3:26])=[CH:23][C:22]=1[C:27]1[CH:32]=[CH:31][CH:30]=[C:29]([F:33])[CH:28]=1. The yield is 0.840. (2) The reactants are C(Cl)(Cl)Cl.[CH3:5][O:6][C:7]1[CH:12]=[CH:11][C:10]([CH:13]2[C:17]([OH:18])=[C:16]([C:19]([CH3:21])=[O:20])[CH2:15][S:14]2)=[CH:9][CH:8]=1.S(Cl)(Cl)(=O)=O. The catalyst is O. The product is [CH3:5][O:6][C:7]1[CH:8]=[CH:9][C:10]([C:13]2[S:14][CH:15]=[C:16]([C:19]([CH3:21])=[O:20])[C:17]=2[OH:18])=[CH:11][CH:12]=1. The yield is 0.730. (3) The reactants are [Br:1][C:2]1[CH:3]=[C:4]2[C:9](=[CH:10][CH:11]=1)[C:8](=[O:12])[NH:7][C:6](=[O:13])[C:5]2=[CH:14]OC.CN(C)C=O.[N:22]1([CH2:28][CH2:29][NH2:30])[CH2:27][CH2:26][NH:25][CH2:24][CH2:23]1. The catalyst is CCOCC. The product is [Br:1][C:2]1[CH:3]=[C:4]2[C:9](=[CH:10][CH:11]=1)[C:8](=[O:12])[NH:7][C:6](=[O:13])/[C:5]/2=[CH:14]\[NH:30][CH2:29][CH2:28][N:22]1[CH2:27][CH2:26][NH:25][CH2:24][CH2:23]1. The yield is 0.700.